From a dataset of Full USPTO retrosynthesis dataset with 1.9M reactions from patents (1976-2016). Predict the reactants needed to synthesize the given product. (1) The reactants are: CC([O-])(C)C.[K+].[NH2:7][C:8]1[CH:13]=[CH:12][C:11]([OH:14])=[C:10]([Cl:15])[CH:9]=1.[Cl:16][C:17]1[CH:22]=[C:21](Cl)[CH:20]=[CH:19][N:18]=1. Given the product [Cl:15][C:10]1[CH:9]=[C:8]([NH2:7])[CH:13]=[CH:12][C:11]=1[O:14][C:21]1[CH:20]=[CH:19][N:18]=[C:17]([Cl:16])[CH:22]=1, predict the reactants needed to synthesize it. (2) The reactants are: [F:1][C:2]1[C:10]([N+:11]([O-])=O)=[CH:9][CH:8]=[CH:7][C:3]=1[C:4]([OH:6])=[O:5].[H][H]. Given the product [NH2:11][C:10]1[C:2]([F:1])=[C:3]([CH:7]=[CH:8][CH:9]=1)[C:4]([OH:6])=[O:5], predict the reactants needed to synthesize it. (3) Given the product [N:1]1[CH:6]=[CH:5][N:4]=[CH:3][C:2]=1[C:7]([NH:12][NH2:13])=[O:9], predict the reactants needed to synthesize it. The reactants are: [N:1]1[CH:6]=[CH:5][N:4]=[CH:3][C:2]=1[C:7]([O:9]C)=O.O.[NH2:12][NH2:13]. (4) The reactants are: [CH2:1]([O:3][C:4](=[O:20])[C:5]1[C:17]([F:18])=[C:16]([NH2:19])[CH:15]=[C:7]([C:8]([N:10]([CH3:14])[CH2:11][CH2:12][CH3:13])=[O:9])[CH:6]=1)[CH3:2].N1C=CC=CC=1.[CH3:27][S:28](Cl)(=[O:30])=[O:29]. Given the product [CH2:1]([O:3][C:4](=[O:20])[C:5]1[C:17]([F:18])=[C:16]([NH:19][S:28]([CH3:27])(=[O:30])=[O:29])[CH:15]=[C:7]([C:8]([N:10]([CH3:14])[CH2:11][CH2:12][CH3:13])=[O:9])[CH:6]=1)[CH3:2], predict the reactants needed to synthesize it. (5) Given the product [Cl:20][CH2:21][C:22]([N:9]1[C:10]2[C:6](=[CH:5][C:4]([N+:1]([O-:3])=[O:2])=[CH:12][CH:11]=2)[CH2:7][CH2:8]1)=[O:23], predict the reactants needed to synthesize it. The reactants are: [N+:1]([C:4]1[CH:5]=[C:6]2[C:10](=[CH:11][CH:12]=1)[NH:9][CH2:8][CH2:7]2)([O-:3])=[O:2].C(N(CC)CC)C.[Cl:20][CH2:21][C:22](Cl)=[O:23].C(OCC)(=O)C. (6) Given the product [C:1]([NH:5][C:6]([C:8]1[C:16]2[C:11](=[N:12][CH:13]=[C:14]([C:17]3[C:21]4[CH2:22][CH2:23][CH2:24][CH2:25][CH2:26][C:20]=4[N:19]([CH3:27])[N:18]=3)[N:15]=2)[NH:10][CH:9]=1)=[O:7])([CH3:4])([CH3:3])[CH3:2], predict the reactants needed to synthesize it. The reactants are: [C:1]([NH:5][C:6]([C:8]1[C:16]2[C:11](=[N:12][CH:13]=[C:14]([C:17]3[C:21]4[CH2:22][CH2:23][CH2:24][CH2:25][CH2:26][C:20]=4[N:19]([CH3:27])[N:18]=3)[N:15]=2)[N:10](COCC[Si](C)(C)C)[CH:9]=1)=[O:7])([CH3:4])([CH3:3])[CH3:2].C(O)(C(F)(F)F)=O.C(N)CN. (7) The reactants are: [OH:1][N:2]1[C:10](=[O:11])[C:9]2[C:4](=[CH:5][CH:6]=[CH:7][CH:8]=2)[C:3]1=[O:12].O[CH:14]1[CH2:19][N:18]([C:20]([O:22][C:23]([CH3:26])([CH3:25])[CH3:24])=[O:21])[CH2:17][C:16]2[N:27]([CH3:30])[N:28]=[CH:29][C:15]1=2.C1(P(C2C=CC=CC=2)C2C=CC=CC=2)C=CC=CC=1.CC(OC(/N=N/C(OC(C)C)=O)=O)C. Given the product [O:12]=[C:3]1[C:4]2[C:9](=[CH:8][CH:7]=[CH:6][CH:5]=2)[C:10](=[O:11])[N:2]1[O:1][CH:14]1[CH2:19][N:18]([C:20]([O:22][C:23]([CH3:24])([CH3:25])[CH3:26])=[O:21])[CH2:17][C:16]2[N:27]([CH3:30])[N:28]=[CH:29][C:15]1=2, predict the reactants needed to synthesize it.